Dataset: Catalyst prediction with 721,799 reactions and 888 catalyst types from USPTO. Task: Predict which catalyst facilitates the given reaction. (1) Reactant: [F:1][C:2]1[CH:8]=[CH:7][C:5]([NH2:6])=[C:4]([N+:9]([O-])=O)[CH:3]=1.O=[C:13]([C:19](OCC)=[O:20])[C:14]([O:16][CH2:17][CH3:18])=[O:15].O.O.[Sn](Cl)Cl. Product: [F:1][C:2]1[CH:3]=[C:4]2[C:5](=[CH:7][CH:8]=1)[NH:6][CH:13]([C:14]([O:16][CH2:17][CH3:18])=[O:15])[C:19](=[O:20])[NH:9]2. The catalyst class is: 8. (2) Reactant: [Cl:1][C:2]1[CH:3]=[C:4]([C:9]2(O)[CH2:13][CH2:12][N:11]([C:14]3[CH:19]=[CH:18][C:17]([O:20][CH3:21])=[C:16]([O:22][CH2:23][CH2:24][N:25]4[CH2:30][CH2:29][CH2:28][CH2:27][CH2:26]4)[CH:15]=3)[C:10]2=[O:31])[CH:5]=[CH:6][C:7]=1[Cl:8]. Product: [Cl:1][C:2]1[CH:3]=[C:4]([C:9]2[C:10](=[O:31])[N:11]([C:14]3[CH:19]=[CH:18][C:17]([O:20][CH3:21])=[C:16]([O:22][CH2:23][CH2:24][N:25]4[CH2:26][CH2:27][CH2:28][CH2:29][CH2:30]4)[CH:15]=3)[CH2:12][CH:13]=2)[CH:5]=[CH:6][C:7]=1[Cl:8]. The catalyst class is: 33. (3) Reactant: [CH3:1][N:2]1[CH2:7][CH2:6][N:5]([CH2:8][C:9]#[C:10][C:11]2[CH:16]=[CH:15][C:14]([N+:17]([O-])=O)=[C:13]([O:20][CH3:21])[CH:12]=2)[CH2:4][CH2:3]1. Product: [CH3:21][O:20][C:13]1[CH:12]=[C:11]([CH2:10][CH2:9][CH2:8][N:5]2[CH2:6][CH2:7][N:2]([CH3:1])[CH2:3][CH2:4]2)[CH:16]=[CH:15][C:14]=1[NH2:17]. The catalyst class is: 513. (4) Product: [Cl:8][C:7]1[N:6]=[C:5]2[N:9]([CH2:13][CH2:14][CH2:15][CH2:16][CH2:17][CH2:18][C:19]([O:21][CH2:22][CH3:23])=[O:20])[CH2:10][CH2:11][CH2:12][C:4]2=[N:3][C:2]=1[C:12]1[CH:11]=[CH:10][N:9]=[CH:5][CH:4]=1. Reactant: Br[C:2]1[N:3]=[C:4]2[CH2:12][CH2:11][CH2:10][N:9]([CH2:13][CH2:14][CH2:15][CH2:16][CH2:17][CH2:18][C:19]([O:21][CH2:22][CH3:23])=[O:20])[C:5]2=[N:6][C:7]=1[Cl:8].C(=O)([O-])[O-].[K+].[K+]. The catalyst class is: 77. (5) Reactant: [F:1][C:2]1[CH:17]=[CH:16][C:5]2[C:6]([C:9]3[CH:14]=[CH:13][C:12]([OH:15])=[CH:11][CH:10]=3)=[N:7][O:8][C:4]=2[CH:3]=1.C(=O)([O-])[O-].[K+].[K+].[Br:24][CH2:25][CH2:26]Br. Product: [Br:24][CH2:25][CH2:26][O:15][C:12]1[CH:11]=[CH:10][C:9]([C:6]2[C:5]3[CH:16]=[CH:17][C:2]([F:1])=[CH:3][C:4]=3[O:8][N:7]=2)=[CH:14][CH:13]=1. The catalyst class is: 13. (6) Reactant: [CH3:1][O:2][C:3]([C:5]1[C:6]([CH3:15])=[CH:7][C:8]([CH3:14])=[C:9]([CH:13]=1)[C:10](O)=[O:11])=[O:4].C(Cl)(=O)C([Cl:19])=O. Product: [Cl:19][C:10]([C:9]1[C:8]([CH3:14])=[CH:7][C:6]([CH3:15])=[C:5]([CH:13]=1)[C:3]([O:2][CH3:1])=[O:4])=[O:11]. The catalyst class is: 4. (7) Reactant: [CH3:1][O:2][C:3]1[CH:38]=[N:37][C:6]2[N:7]([C:20]([NH:22][CH:23]([C:27]3[CH:32]=[CH:31][C:30]([C:33]([F:36])([F:35])[F:34])=[CH:29][CH:28]=3)[CH2:24][O:25][CH3:26])=[O:21])[CH2:8][C:9](=[O:19])[N:10](COCC[Si](C)(C)C)[C:5]=2[CH:4]=1.FC(F)(F)C(O)=O. Product: [CH3:1][O:2][C:3]1[CH:38]=[N:37][C:6]2[N:7]([C:20]([NH:22][CH:23]([C:27]3[CH:32]=[CH:31][C:30]([C:33]([F:35])([F:34])[F:36])=[CH:29][CH:28]=3)[CH2:24][O:25][CH3:26])=[O:21])[CH2:8][C:9](=[O:19])[NH:10][C:5]=2[CH:4]=1. The catalyst class is: 6. (8) Reactant: [F:1][C:2]([F:18])([F:17])[C:3]1[CH:4]=[CH:5][C:6]2[O:10][C:9]([C:11]([O:13]CC)=[O:12])=[CH:8][C:7]=2[CH:16]=1.O.[OH-].[Li+].O.[OH-].[Na+]. Product: [F:17][C:2]([F:1])([F:18])[C:3]1[CH:4]=[CH:5][C:6]2[O:10][C:9]([C:11]([OH:13])=[O:12])=[CH:8][C:7]=2[CH:16]=1. The catalyst class is: 12. (9) Reactant: [N+:1]([C:4]1[CH:5]=[C:6]([CH:10]=[CH:11][CH:12]=1)[C:7]([NH2:9])=O)([O-])=O.[CH3:13][N:14]([CH3:35])[C:15]1[C:24]2[C:19](=[CH:20][CH:21]=[CH:22][CH:23]=2)[N:18]=[C:17]([NH:25][C@@H:26]2[CH2:31][CH2:30][C@H:29]([C:32]([OH:34])=O)[CH2:28][CH2:27]2)[N:16]=1. Product: [NH2:1][C:4]1[CH:5]=[C:6]([CH:10]=[CH:11][CH:12]=1)[CH2:7][NH:9][C:32]([C@H:29]1[CH2:30][CH2:31][C@@H:26]([NH:25][C:17]2[N:16]=[C:15]([N:14]([CH3:35])[CH3:13])[C:24]3[C:19](=[CH:20][CH:21]=[CH:22][CH:23]=3)[N:18]=2)[CH2:27][CH2:28]1)=[O:34]. The catalyst class is: 50.